Dataset: Peptide-MHC class II binding affinity with 134,281 pairs from IEDB. Task: Regression. Given a peptide amino acid sequence and an MHC pseudo amino acid sequence, predict their binding affinity value. This is MHC class II binding data. (1) The peptide sequence is CGRRHSVRIRVRSGG. The MHC is DRB1_0405 with pseudo-sequence DRB1_0405. The binding affinity (normalized) is 0.283. (2) The binding affinity (normalized) is 0.197. The peptide sequence is EDVGYPIIIDQKYCP. The MHC is HLA-DQA10401-DQB10402 with pseudo-sequence HLA-DQA10401-DQB10402. (3) The peptide sequence is MAGAGPAPMLAAAAG. The MHC is HLA-DQA10401-DQB10402 with pseudo-sequence HLA-DQA10401-DQB10402. The binding affinity (normalized) is 0.399. (4) The peptide sequence is SQDLELNWNLNGLQAY. The MHC is HLA-DQA10101-DQB10501 with pseudo-sequence HLA-DQA10101-DQB10501. The binding affinity (normalized) is 0.587. (5) The peptide sequence is EKDVTDITVKNCVLK. The MHC is DRB1_0802 with pseudo-sequence DRB1_0802. The binding affinity (normalized) is 0.297. (6) The peptide sequence is QAAVVRFQEAANKQK. The MHC is HLA-DQA10501-DQB10301 with pseudo-sequence HLA-DQA10501-DQB10301. The binding affinity (normalized) is 0.278. (7) The peptide sequence is RGKVVLIDFWAYSCI. The binding affinity (normalized) is 0.549. The MHC is HLA-DPA10103-DPB10401 with pseudo-sequence HLA-DPA10103-DPB10401. (8) The peptide sequence is FFRNVVWLIKKNSTYPT. The MHC is DRB1_0401 with pseudo-sequence DRB1_0401. The binding affinity (normalized) is 0.257.